This data is from CYP2C9 inhibition data for predicting drug metabolism from PubChem BioAssay. The task is: Regression/Classification. Given a drug SMILES string, predict its absorption, distribution, metabolism, or excretion properties. Task type varies by dataset: regression for continuous measurements (e.g., permeability, clearance, half-life) or binary classification for categorical outcomes (e.g., BBB penetration, CYP inhibition). Dataset: cyp2c9_veith. The result is 0 (non-inhibitor). The compound is CN1CCN(c2ccc([N+](=O)[O-])cc2NC(=O)c2ccccc2Cl)CC1.